From a dataset of Full USPTO retrosynthesis dataset with 1.9M reactions from patents (1976-2016). Predict the reactants needed to synthesize the given product. (1) The reactants are: [OH:1][C:2]1[CH:6]([C:7]2[CH:12]=[CH:11][CH:10]=[CH:9][CH:8]=2)[CH2:5][C:4](=[O:13])[CH:3]=1.[NH:14]1[CH:18]=[CH:17][N:16]=[C:15]1[CH:19]=O.[NH:21]1[C:29]2[C:24](=[CH:25][CH:26]=[CH:27][CH:28]=2)[C:23]([CH2:30][CH2:31][NH:32][C:33](=[O:35])[CH3:34])=[CH:22]1. Given the product [OH:1][C:2]1[CH:6]([C:7]2[CH:12]=[CH:11][CH:10]=[CH:9][CH:8]=2)[CH2:5][C:4](=[O:13])[C:3]=1[CH:19]([C:15]1[NH:14][CH:18]=[CH:17][N:16]=1)[C:22]1[NH:21][C:29]2[C:24]([C:23]=1[CH2:30][CH2:31][NH:32][C:33](=[O:35])[CH3:34])=[CH:25][CH:26]=[CH:27][CH:28]=2, predict the reactants needed to synthesize it. (2) Given the product [I-:14].[CH2:2]([N+:16]1[CH:21]=[CH:20][CH:19]=[C:18]([CH3:22])[CH:17]=1)[CH2:3][CH2:4][CH2:5][CH2:6][CH2:7][C:8]#[C:9][CH2:10][CH2:11][CH2:12][CH3:13], predict the reactants needed to synthesize it. The reactants are: Cl[CH2:2][CH2:3][CH2:4][CH2:5][CH2:6][CH2:7][C:8]#[C:9][CH2:10][CH2:11][CH2:12][CH3:13].[I-:14].[K+].[N:16]1[CH:21]=[CH:20][CH:19]=[C:18]([CH3:22])[CH:17]=1. (3) Given the product [Cl:1][C:2]1[C:10]2[C:6](=[C:7]([C:14]3[CH:19]=[CH:18][C:17]([OH:20])=[CH:16][C:15]=3[CH3:22])[N:8]([CH:11]([CH3:13])[CH3:12])[N:9]=2)[CH:5]=[CH:4][CH:3]=1, predict the reactants needed to synthesize it. The reactants are: [Cl:1][C:2]1[C:10]2[C:6](=[C:7]([C:14]3[CH:19]=[CH:18][C:17]([O:20]C)=[CH:16][C:15]=3[CH3:22])[N:8]([CH:11]([CH3:13])[CH3:12])[N:9]=2)[CH:5]=[CH:4][CH:3]=1.B(Br)(Br)Br.C1CCCCC=1. (4) Given the product [CH3:29][C:28]1[CH:27]=[C:26]([CH3:30])[NH:25][C:24](=[O:31])[C:23]=1[CH2:22][NH:21][C:19]([C:12]1[C:13]2[C:18](=[CH:17][CH:16]=[CH:15][CH:14]=2)[N:10]([CH:8]([C:4]2[CH:5]=[CH:6][CH:7]=[C:2]([B:36]3[O:37][C:38]([CH3:40])([CH3:39])[C:34]([CH3:50])([CH3:33])[O:35]3)[CH:3]=2)[CH3:9])[C:11]=1[CH3:32])=[O:20], predict the reactants needed to synthesize it. The reactants are: Br[C:2]1[CH:3]=[C:4]([CH:8]([N:10]2[C:18]3[C:13](=[CH:14][CH:15]=[CH:16][CH:17]=3)[C:12]([C:19]([NH:21][CH2:22][CH:23]3[C:28]([CH3:29])=[CH:27][C:26]([CH3:30])=[N:25][C:24]3=[O:31])=[O:20])=[C:11]2[CH3:32])[CH3:9])[CH:5]=[CH:6][CH:7]=1.[CH3:33][C:34]1([CH3:50])[C:38]([CH3:40])([CH3:39])[O:37][B:36]([B:36]2[O:37][C:38]([CH3:40])([CH3:39])[C:34]([CH3:50])([CH3:33])[O:35]2)[O:35]1.C([O-])(=O)C.[K+].